From a dataset of Full USPTO retrosynthesis dataset with 1.9M reactions from patents (1976-2016). Predict the reactants needed to synthesize the given product. Given the product [CH3:24][C:20]1([CH3:23])[CH2:21][CH2:22][C:14]([CH3:28])([CH3:13])[C:15]2[CH2:16][C:17]([CH2:29][CH2:30][CH2:31][CH2:32][CH3:33])([C:25]([OH:27])=[O:26])[CH2:18][C:19]1=2, predict the reactants needed to synthesize it. The reactants are: C(NC(C)C)(C)C.C([Li])CCC.[CH3:13][C:14]1([CH3:28])[CH2:22][CH2:21][C:20]([CH3:24])([CH3:23])[C:19]2[CH2:18][CH:17]([C:25]([OH:27])=[O:26])[CH2:16][C:15]1=2.[CH2:29](I)[CH2:30][CH2:31][CH2:32][CH3:33].Cl.